This data is from Peptide-MHC class II binding affinity with 134,281 pairs from IEDB. The task is: Regression. Given a peptide amino acid sequence and an MHC pseudo amino acid sequence, predict their binding affinity value. This is MHC class II binding data. (1) The MHC is DRB1_0301 with pseudo-sequence DRB1_0301. The peptide sequence is DQVVMTSLALVGAALK. The binding affinity (normalized) is 0.719. (2) The peptide sequence is FAPFSKDNSIRLSAG. The MHC is DRB1_0301 with pseudo-sequence DRB1_0301. The binding affinity (normalized) is 0.701. (3) The peptide sequence is MSSKFPELGMNASHC. The MHC is HLA-DPA10201-DPB10501 with pseudo-sequence HLA-DPA10201-DPB10501. The binding affinity (normalized) is 0.148. (4) The peptide sequence is HEWCCRSCTLPPLRY. The MHC is DRB1_0802 with pseudo-sequence DRB1_0802. The binding affinity (normalized) is 0.144. (5) The peptide sequence is NFFRMVISMPQAT. The MHC is DRB1_0401 with pseudo-sequence DRB1_0401. The binding affinity (normalized) is 0.756. (6) The peptide sequence is INRQILDNAAKYV. The MHC is HLA-DPA10301-DPB10402 with pseudo-sequence HLA-DPA10301-DPB10402. The binding affinity (normalized) is 0.0512. (7) The peptide sequence is VKNVIGPFMKAVCVE. The MHC is DRB1_1501 with pseudo-sequence DRB1_1501. The binding affinity (normalized) is 0.505. (8) The peptide sequence is INEPTAAAIAYGNDR. The MHC is HLA-DQA10501-DQB10301 with pseudo-sequence HLA-DQA10501-DQB10301. The binding affinity (normalized) is 0.663.